From a dataset of Reaction yield outcomes from USPTO patents with 853,638 reactions. Predict the reaction yield, written as a fraction of the theoretical maximum amount of product (1.0 means a 100% yield; for example, 0.34 means a 34% yield). (1) The reactants are [C:1]([C:3]1[CH:8]=[CH:7][CH:6]=[CH:5][C:4]=1[C:9]1[CH:14]=[CH:13][C:12]([CH2:15][CH:16]([C:22](=O)[CH2:23][CH2:24][CH3:25])[C:17](OCC)=[O:18])=[CH:11][CH:10]=1)#[N:2].S(O)(O)(=O)=O.[CH3:32][N:33]([CH3:37])[C:34]([NH2:36])=[NH:35].[O-]CC.[Na+].C(O)C. The yield is 0.300. The catalyst is C(O)C. The product is [CH3:32][N:33]([CH3:37])[C:34]1[NH:36][C:17](=[O:18])[C:16]([CH2:15][C:12]2[CH:13]=[CH:14][C:9]([C:4]3[C:3]([C:1]#[N:2])=[CH:8][CH:7]=[CH:6][CH:5]=3)=[CH:10][CH:11]=2)=[C:22]([CH2:23][CH2:24][CH3:25])[N:35]=1. (2) The reactants are [C:1]([C:4]1[CH:5]=[C:6]([CH:9]=[CH:10][C:11]=1[OH:12])[C:7]#[N:8])(=[O:3])[CH3:2].N1C=CC=CC=1.[F:19][C:20]([F:33])([F:32])[S:21](O[S:21]([C:20]([F:33])([F:32])[F:19])(=[O:23])=[O:22])(=[O:23])=[O:22]. The catalyst is ClCCl. The product is [F:19][C:20]([F:33])([F:32])[S:21]([O:12][C:11]1[CH:10]=[CH:9][C:6]([C:7]#[N:8])=[CH:5][C:4]=1[C:1](=[O:3])[CH3:2])(=[O:23])=[O:22]. The yield is 0.970. (3) The reactants are ClCCCl.[Br:5][C:6]1[CH:7]=[C:8]([CH:11]=[CH:12][CH:13]=1)[CH:9]=O.[O:14]([C:21]1[CH:22]=[C:23]([CH:25]=[CH:26][CH:27]=1)[NH2:24])[C:15]1[CH:20]=[CH:19][CH:18]=[CH:17][CH:16]=1.[BH-](OC(C)=O)(OC(C)=O)OC(C)=O.[Na+]. The catalyst is O.C(O)(=O)C. The product is [O:14]([C:21]1[CH:22]=[C:23]([NH:24][CH2:9][C:8]2[CH:11]=[CH:12][CH:13]=[C:6]([Br:5])[CH:7]=2)[CH:25]=[CH:26][CH:27]=1)[C:15]1[CH:16]=[CH:17][CH:18]=[CH:19][CH:20]=1. The yield is 0.980. (4) The catalyst is C(O)(C)C. The reactants are [NH2:1][C@@H:2]([CH3:5])[CH2:3][OH:4].I[CH2:7][CH2:8][CH2:9][CH2:10][CH2:11]I.C(=O)([O-])[O-].[Na+].[Na+]. The yield is 0.540. The product is [N:1]1([C@@H:2]([CH3:5])[CH2:3][OH:4])[CH2:11][CH2:10][CH2:9][CH2:8][CH2:7]1. (5) The reactants are [N+:1]([C:4]1[C:12]2[O:11][C:10]([C:13]([O:15]C)=[O:14])=[CH:9][C:8]=2[CH:7]=[CH:6][CH:5]=1)([O-:3])=[O:2].[OH-].[K+]. The catalyst is C(O)C. The product is [N+:1]([C:4]1[C:12]2[O:11][C:10]([C:13]([OH:15])=[O:14])=[CH:9][C:8]=2[CH:7]=[CH:6][CH:5]=1)([O-:3])=[O:2]. The yield is 0.920.